Dataset: Forward reaction prediction with 1.9M reactions from USPTO patents (1976-2016). Task: Predict the product of the given reaction. (1) Given the reactants [C:1]([NH:5][S:6]([C:9]1[C:10]([C:15]2[CH:20]=[CH:19][C:18]([NH2:21])=[C:17]([NH2:22])[CH:16]=2)=[CH:11][CH:12]=[CH:13][CH:14]=1)(=[O:8])=[O:7])([CH3:4])([CH3:3])[CH3:2].Cl.C(O[C:27](=N)[CH2:28][Cl:29])C, predict the reaction product. The product is: [C:1]([NH:5][S:6]([C:9]1[CH:14]=[CH:13][CH:12]=[CH:11][C:10]=1[C:15]1[CH:20]=[CH:19][C:18]2[NH:21][C:27]([CH2:28][Cl:29])=[N:22][C:17]=2[CH:16]=1)(=[O:8])=[O:7])([CH3:4])([CH3:2])[CH3:3]. (2) The product is: [CH3:14][O:15][CH2:16][CH:17]([NH:18][C:10]([C:6]1[N:5]2[N:1]=[CH:2][CH:3]=[C:4]2[N:9]=[CH:8][CH:7]=1)=[O:12])[C:19]1[CH:20]=[CH:21][C:22]([O:25][C:26]([F:27])([F:29])[F:28])=[CH:23][CH:24]=1. Given the reactants [N:1]1[N:5]2[C:6]([C:10]([OH:12])=O)=[CH:7][CH:8]=[N:9][C:4]2=[CH:3][CH:2]=1.Cl.[CH3:14][O:15][CH2:16][CH:17]([C:19]1[CH:24]=[CH:23][C:22]([O:25][C:26]([F:29])([F:28])[F:27])=[CH:21][CH:20]=1)[NH2:18].O.ON1C2C=CC=CC=2N=N1.Cl.CN(C)CCCN=C=NCC.C(=O)([O-])O.[Na+], predict the reaction product.